From a dataset of Forward reaction prediction with 1.9M reactions from USPTO patents (1976-2016). Predict the product of the given reaction. (1) Given the reactants [H-].[Na+].C(S)CC.C1([O:12][C:13]2[CH:14]=[C:15]([C@@H:21]([C:29]3[CH:34]=[CH:33][CH:32]=[CH:31][CH:30]=3)[CH2:22][C:23]3[CH:28]=[CH:27][N:26]=[CH:25][CH:24]=3)[CH:16]=[CH:17][C:18]=2[O:19][CH3:20])CCCC1, predict the reaction product. The product is: [OH:12][C:13]1[CH:14]=[C:15]([C@@H:21]([C:29]2[CH:34]=[CH:33][CH:32]=[CH:31][CH:30]=2)[CH2:22][C:23]2[CH:24]=[CH:25][N:26]=[CH:27][CH:28]=2)[CH:16]=[CH:17][C:18]=1[O:19][CH3:20]. (2) Given the reactants [Na:1].[CH2:2]1[O:4][CH2:3]1.[C:5]([OH:10])(=[O:9])[C:6]([CH3:8])=[CH2:7].[CH2:11]=[CH:12][C:13]1[CH:18]=[CH:17][CH:16]=[CH:15][CH:14]=1.[C:19]([O:23][CH2:24][CH2:25][CH2:26][CH3:27])(=[O:22])[CH:20]=[CH2:21].[S:28]([O:32][O:31][S:28]([O-:32])(=[O:30])=[O:29])([O-:31])(=[O:30])=[O:29].[NH4+].[NH4+], predict the reaction product. The product is: [CH:11]([CH2:7][C:6](=[CH2:8])[C:5]([OH:10])=[O:9])=[CH:12][C:13]1[CH:18]=[CH:17][CH:16]=[CH:15][CH:14]=1.[C:19]([O:23][CH2:24][CH2:25][CH2:26][CH3:27])(=[O:22])[CH:20]=[CH2:21].[Na:1].[S:28]([O-:32])([O-:31])(=[O:30])=[O:29].[C:5]([OH:10])(=[O:9])[C:6]([CH3:8])=[CH2:7].[CH2:3]1[O:4][CH2:2]1. (3) Given the reactants N1C=CC=CC=1.[CH3:7][C:8]1[C:12]([C:13]2[N:14]([C:27]3[CH:32]=[CH:31][C:30]([OH:33])=[CH:29][CH:28]=3)[C:15]3[C:20]([C:21]=2[C:22](=O)[C:23]([NH2:25])=[O:24])=[CH:19][CH:18]=[CH:17][CH:16]=3)=[C:11]([CH3:34])[O:10][N:9]=1.Cl.[NH2:36][OH:37], predict the reaction product. The product is: [CH3:7][C:8]1[C:12]([C:13]2[N:14]([C:27]3[CH:28]=[CH:29][C:30]([OH:33])=[CH:31][CH:32]=3)[C:15]3[C:20]([C:21]=2[C:22](=[N:36][OH:37])[C:23]([NH2:25])=[O:24])=[CH:19][CH:18]=[CH:17][CH:16]=3)=[C:11]([CH3:34])[O:10][N:9]=1. (4) The product is: [C:5]([O:33][C:32]([N:29]1[CH2:30][CH2:31][N:26]([C:23]2[CH:24]=[CH:25][C:20]([NH:19][C:6]3[C:5]([C:9]([F:12])([F:11])[F:10])=[CH:4][N:3]=[C:2]([Cl:1])[N:7]=3)=[C:21]([O:35][CH3:36])[CH:22]=2)[CH2:27][CH2:28]1)=[O:34])([CH3:9])([CH3:6])[CH3:4]. Given the reactants [Cl:1][C:2]1[N:7]=[C:6](Cl)[C:5]([C:9]([F:12])([F:11])[F:10])=[CH:4][N:3]=1.C(=O)([O-])[O-].[K+].[K+].[NH2:19][C:20]1[CH:25]=[CH:24][C:23]([N:26]2[CH2:31][CH2:30][N:29]([C:32]([O-:34])=[O:33])[CH2:28][CH2:27]2)=[CH:22][C:21]=1[O:35][CH3:36], predict the reaction product. (5) Given the reactants Br[C:2]1[C:11]2[C:6](=[CH:7][C:8]([F:13])=[CH:9][C:10]=2[F:12])[N:5]=[C:4]([N:14]2[CH2:18][CH2:17][CH2:16][C:15]2=[O:19])[C:3]=1[CH3:20].[O:21]1[CH2:26][CH2:25][N:24]([C:27]2[CH:28]=[C:29]3[NH:35][CH2:34][C:33]4([CH2:40][CH2:39][O:38][CH2:37][CH2:36]4)[C:30]3=[N:31][CH:32]=2)[CH2:23][CH2:22]1, predict the reaction product. The product is: [F:12][C:10]1[CH:9]=[C:8]([F:13])[CH:7]=[C:6]2[C:11]=1[C:2]([N:35]1[C:29]3[C:30](=[N:31][CH:32]=[C:27]([N:24]4[CH2:25][CH2:26][O:21][CH2:22][CH2:23]4)[CH:28]=3)[C:33]3([CH2:40][CH2:39][O:38][CH2:37][CH2:36]3)[CH2:34]1)=[C:3]([CH3:20])[C:4]([N:14]1[CH2:18][CH2:17][CH2:16][C:15]1=[O:19])=[N:5]2. (6) Given the reactants [NH2:1][C:2]1[CH:3]=[C:4]([C:8]2[CH:13]=[CH:12][CH:11]=[C:10]([O:14][CH2:15][C@@H:16]([C:37]([O:39][CH3:40])=[O:38])[NH:17][C:18]([C:31]3[CH:36]=[CH:35][CH:34]=[CH:33][CH:32]=3)([C:25]3[CH:30]=[CH:29][CH:28]=[CH:27][CH:26]=3)[C:19]3[CH:24]=[CH:23][CH:22]=[CH:21][CH:20]=3)[CH:9]=2)[CH:5]=[CH:6][CH:7]=1.[CH2:41]([N:44]=[C:45]=[O:46])[CH2:42][CH3:43].N12CCN(CC1)CC2, predict the reaction product. The product is: [C:25]1([C:18]([C:19]2[CH:24]=[CH:23][CH:22]=[CH:21][CH:20]=2)([C:31]2[CH:32]=[CH:33][CH:34]=[CH:35][CH:36]=2)[NH:17][C@H:16]([C:37]([O:39][CH3:40])=[O:38])[CH2:15][O:14][C:10]2[CH:9]=[C:8]([C:4]3[CH:5]=[CH:6][CH:7]=[C:2]([NH:1][C:45]([NH:44][CH2:41][CH2:42][CH3:43])=[O:46])[CH:3]=3)[CH:13]=[CH:12][CH:11]=2)[CH:26]=[CH:27][CH:28]=[CH:29][CH:30]=1.